This data is from Reaction yield outcomes from USPTO patents with 853,638 reactions. The task is: Predict the reaction yield, written as a fraction of the theoretical maximum amount of product (1.0 means a 100% yield; for example, 0.34 means a 34% yield). (1) The reactants are [Br:1][CH2:2][CH2:3][CH2:4][CH2:5][CH:6]([CH3:8])[CH3:7].[C:9]1([P:15]([C:22]2[CH:27]=[CH:26][CH:25]=[CH:24][CH:23]=2)[C:16]2[CH:21]=[CH:20][CH:19]=[CH:18][CH:17]=2)[CH:14]=[CH:13][CH:12]=[CH:11][CH:10]=1. The catalyst is C1(C)C=CC=CC=1. The product is [Br-:1].[CH3:7][CH:6]([CH3:8])[CH2:5][CH2:4][CH2:3][CH2:2][P+:15]([C:16]1[CH:17]=[CH:18][CH:19]=[CH:20][CH:21]=1)([C:22]1[CH:27]=[CH:26][CH:25]=[CH:24][CH:23]=1)[C:9]1[CH:10]=[CH:11][CH:12]=[CH:13][CH:14]=1. The yield is 0.810. (2) The reactants are [NH2:1][NH2:2].[C:3](/[N:5]=[C:6](\SC)/[NH:7][C:8]1[CH:13]=[C:12]([Cl:14])[C:11]([CH:15]2CC2)=[C:10]([Cl:18])[CH:9]=1)#[N:4]. The catalyst is C(O)C. The product is [Cl:14][C:12]1[CH:13]=[C:8]([NH:7][C:6]2[N:5]=[C:3]([NH2:4])[NH:2][N:1]=2)[CH:9]=[C:10]([Cl:18])[C:11]=1[CH3:15]. The yield is 0.915. (3) The product is [C:12]([O:10][C:9](=[O:11])[CH2:8][C:5]1[CH:4]=[CH:3][C:2]([OH:1])=[CH:7][CH:6]=1)([CH3:15])([CH3:14])[CH3:13]. The yield is 0.560. The catalyst is C1(C)C=CC=CC=1.CCCCCC. The reactants are [OH:1][C:2]1[CH:7]=[CH:6][C:5]([CH2:8][C:9]([OH:11])=[O:10])=[CH:4][CH:3]=1.[C:12](OC(O[C:12]([CH3:15])([CH3:14])[CH3:13])N(C)C)([CH3:15])([CH3:14])[CH3:13].C(OCC)(=O)C. (4) The reactants are [OH-].[K+].C1O[CH2:19][CH2:18]OCCOCCOCCOCCOC1.[CH2:21]([C:23]1[CH2:27][CH:26]=[C:25]([C:28]([CH3:31])([CH3:30])[CH3:29])[CH:24]=1)[CH3:22].C([C:35]1[CH:40]=[CH:39][CH:38]=[CH:37][CH:36]=1)(=O)C.Cl. The catalyst is C1COCC1. The product is [C:28]([C:25]1[CH:26]=[C:27]([CH2:18][CH3:19])[C:23](=[C:21]([C:35]2[CH:40]=[CH:39][CH:38]=[CH:37][CH:36]=2)[CH3:22])[CH:24]=1)([CH3:30])([CH3:29])[CH3:31]. The yield is 0.250. (5) The reactants are F[C:2]1[CH:7]=[C:6](F)[CH:5]=[CH:4][C:3]=1[S:9]([CH3:12])(=[O:11])=[O:10].[Cl:13][C:14]1[CH:15]=[CH:16][C:17]([O:23][CH3:24])=[C:18]([CH:20]([NH2:22])[CH3:21])[CH:19]=1.[CH:25]([N:28](CC)[CH:29]([CH3:31])C)([CH3:27])C.C(#[N:36])C. No catalyst specified. The product is [ClH:13].[Cl:13][C:14]1[CH:15]=[CH:16][C:17]([O:23][CH3:24])=[C:18]([CH:20]([NH:22][C:2]2[CH:7]=[C:6]([N:36]3[CH2:31][CH2:29][NH:28][CH2:25][CH2:27]3)[CH:5]=[CH:4][C:3]=2[S:9]([CH3:12])(=[O:11])=[O:10])[CH3:21])[CH:19]=1. The yield is 0.350. (6) The reactants are [NH2:1][C:2]1[C:18]([CH3:19])=[CH:17][CH:16]=[CH:15][C:3]=1[C:4]([NH:6][C:7]1[CH:12]=[CH:11][CH:10]=[C:9]([Br:13])[C:8]=1[CH3:14])=[O:5].Cl[C:21](Cl)([O:23]C(=O)OC(Cl)(Cl)Cl)Cl.C([O-])(O)=O.[Na+]. The catalyst is C1COCC1. The product is [Br:13][C:9]1[C:8]([CH3:14])=[C:7]([N:6]2[C:4](=[O:5])[C:3]3[C:2](=[C:18]([CH3:19])[CH:17]=[CH:16][CH:15]=3)[NH:1][C:21]2=[O:23])[CH:12]=[CH:11][CH:10]=1. The yield is 0.910. (7) The reactants are [CH2:1]([O:5][C:6]1[N:11]=[C:10]([CH2:12][OH:13])[CH:9]=[CH:8][CH:7]=1)[CH2:2][CH2:3][CH3:4]. The catalyst is ClCCl.[O-2].[O-2].[Mn+4]. The product is [CH2:1]([O:5][C:6]1[N:11]=[C:10]([CH:12]=[O:13])[CH:9]=[CH:8][CH:7]=1)[CH2:2][CH2:3][CH3:4]. The yield is 0.840.